Dataset: Full USPTO retrosynthesis dataset with 1.9M reactions from patents (1976-2016). Task: Predict the reactants needed to synthesize the given product. (1) Given the product [Cl:13][C:14]1[CH:19]=[CH:18][CH:17]=[C:16]([Cl:20])[C:15]=1[N:21]1[C:30]2[C:25](=[C:26]([C:32]3[CH:37]=[CH:36][CH:35]=[CH:34][C:33]=3[Cl:38])[CH:27]=[C:28]([O:31][CH2:60][CH2:61][N:62]3[CH2:67][CH2:66][CH2:65][CH2:64][CH2:63]3)[CH:29]=2)[CH2:24][NH:23][C:22]1=[O:39], predict the reactants needed to synthesize it. The reactants are: N(C(OCC)=O)=NC(OCC)=O.[Cl:13][C:14]1[CH:19]=[CH:18][CH:17]=[C:16]([Cl:20])[C:15]=1[N:21]1[C:30]2[C:25](=[C:26]([C:32]3[CH:37]=[CH:36][CH:35]=[CH:34][C:33]=3[Cl:38])[CH:27]=[C:28]([OH:31])[CH:29]=2)[CH2:24][NH:23][C:22]1=[O:39].C1(P(C2C=CC=CC=2)C2C=CC=CC=2)C=CC=CC=1.O[CH2:60][CH2:61][N:62]1[CH2:67][CH2:66][CH2:65][CH2:64][CH2:63]1. (2) Given the product [NH2:1][C:4]1[CH:5]=[CH:6][C:7]([C:10]2[N:11]=[C:12]([C:25]3[CH:30]=[CH:29][CH:28]=[CH:27][CH:26]=3)[N:13]=[C:14]([C:16]3[CH:17]=[CH:18][C:19]([NH2:22])=[CH:20][CH:21]=3)[CH:15]=2)=[CH:8][CH:9]=1, predict the reactants needed to synthesize it. The reactants are: [N+:1]([C:4]1[CH:9]=[CH:8][C:7]([C:10]2[CH:15]=[C:14]([C:16]3[CH:21]=[CH:20][C:19]([N+:22]([O-])=O)=[CH:18][CH:17]=3)[N:13]=[C:12]([C:25]3[CH:30]=[CH:29][CH:28]=[CH:27][CH:26]=3)[N:11]=2)=[CH:6][CH:5]=1)([O-])=O. (3) Given the product [CH:1]([CH:3]=[CH2:4])=[O:2].[C:5]([OH:11])(=[O:12])[CH:10]=[CH2:9], predict the reactants needed to synthesize it. The reactants are: [CH:1]([CH:3]=[CH2:4])=[O:2].[C:5]1([OH:11])[CH:10]=[CH:9]C=CC=1.[OH:12]CC(C)=O.C(O)C=C.